Dataset: Full USPTO retrosynthesis dataset with 1.9M reactions from patents (1976-2016). Task: Predict the reactants needed to synthesize the given product. (1) Given the product [Br:1][C:2]1[CH:3]=[CH:4][C:5]2[S:9][C:8]([C:10]3[C:15](=[O:16])[NH:14][C:13]([N:18]4[CH2:23][CH2:22][O:21][CH2:20][CH2:19]4)=[N:12][C:11]=3[NH:24][C@@H:25]3[CH2:30][CH2:29][CH2:28][NH:27][CH2:26]3)=[N:7][C:6]=2[CH:38]=1, predict the reactants needed to synthesize it. The reactants are: [Br:1][C:2]1[CH:3]=[CH:4][C:5]2[S:9][C:8]([C:10]3[C:11]([NH:24][C@@H:25]4[CH2:30][CH2:29][CH2:28][N:27](C(OC(C)(C)C)=O)[CH2:26]4)=[N:12][C:13]([N:18]4[CH2:23][CH2:22][O:21][CH2:20][CH2:19]4)=[N:14][C:15]=3[O:16]C)=[N:7][C:6]=2[CH:38]=1.Cl.O. (2) Given the product [O:19]1[C:16]2[CH:15]=[CH:14][CH:13]=[CH:1][C:23]=2[CH:22]=[CH:21][NH:20]1, predict the reactants needed to synthesize it. The reactants are: [CH2:1]([C:13]1C=C[C:16]([OH:19])=[CH:15][CH:14]=1)CCCCCCCCCCC.[NH2:20][CH2:21][CH2:22][CH2:23][Si](OCC)(OCC)OCC.C=O.